From a dataset of Full USPTO retrosynthesis dataset with 1.9M reactions from patents (1976-2016). Predict the reactants needed to synthesize the given product. (1) Given the product [CH2:10]([C:13]1[C:22]2[O:21][CH2:20][C:19]3=[C:32]([C:33]([O:35][CH2:36][CH3:37])=[O:34])[N:30]=[CH:31][N:18]3[C:17]=2[CH:16]=[CH:15][CH:14]=1)[CH:11]=[CH2:12], predict the reactants needed to synthesize it. The reactants are: P(Cl)(OCC)(OCC)=O.[CH2:10]([C:13]1[C:22]2[O:21][CH2:20][C:19](=O)[NH:18][C:17]=2[CH:16]=[CH:15][CH:14]=1)[CH:11]=[CH2:12].CC(C)([O-])C.[K+].[N+:30]([CH2:32][C:33]([O:35][CH2:36][CH3:37])=[O:34])#[C-:31]. (2) Given the product [C:1]([O:4][CH2:5][CH2:6][N:7]1[C:19]2[C:18]3[CH:17]=[CH:16][CH:15]=[CH:14][C:13]=3[N:12]=[C:11]([Cl:29])[C:10]=2[N:9]=[C:8]1[CH3:21])(=[O:3])[CH3:2], predict the reactants needed to synthesize it. The reactants are: [C:1]([O:4][CH2:5][CH2:6][N:7]1[C:19]2[C:18]3[CH:17]=[CH:16][CH:15]=[CH:14][C:13]=3[N+:12]([O-])=[CH:11][C:10]=2[N:9]=[C:8]1[CH3:21])(=[O:3])[CH3:2].CN(C)C=O.P(Cl)(Cl)([Cl:29])=O. (3) Given the product [CH2:20]([NH:19][C:16]1[N:17]=[C:18]2[C:13](=[CH:14][CH:15]=1)[NH:12][CH:11]=[C:5]([C:6]([O:8][CH2:9][CH3:10])=[O:7])[C:4]2=[O:27])[C:21]1[CH:22]=[CH:23][CH:24]=[CH:25][CH:26]=1, predict the reactants needed to synthesize it. The reactants are: C(O[C:4](=[O:27])[C:5](=[CH:11][NH:12][C:13]1[CH:14]=[CH:15][C:16]([NH:19][CH2:20][C:21]2[CH:26]=[CH:25][CH:24]=[CH:23][CH:22]=2)=[N:17][CH:18]=1)[C:6]([O:8][CH2:9][CH3:10])=[O:7])C. (4) Given the product [Br:32][C:33]1[S:34][C:35]([C:38]([NH:30][C:28]2[S:29][C:25]([C:22]3[CH:21]=[CH:20][C:19]([CH3:31])=[CH:24][CH:23]=3)=[CH:26][N:27]=2)=[O:39])=[CH:36][N:37]=1, predict the reactants needed to synthesize it. The reactants are: [I-].ClC1C=CC=C[N+]=1C.CCN(C(C)C)C(C)C.[C:19]1([CH3:31])[CH:24]=[CH:23][C:22]([C:25]2[S:29][C:28]([NH2:30])=[N:27][CH:26]=2)=[CH:21][CH:20]=1.[Br:32][C:33]1[S:34][C:35]([C:38](O)=[O:39])=[CH:36][N:37]=1.